From a dataset of Full USPTO retrosynthesis dataset with 1.9M reactions from patents (1976-2016). Predict the reactants needed to synthesize the given product. (1) Given the product [CH2:36]([O:38][CH2:39][C:40]([NH:15][C:5]1[C:6]([O:8][C:9]2[CH:10]=[CH:11][CH:12]=[CH:13][CH:14]=2)=[N:7][C:2]([CH3:1])=[CH:3][C:4]=1[NH:16][CH2:17][CH2:18][O:19][CH2:20][CH2:21][CH2:22][C:23]1[CH:24]=[N:25][CH:26]=[CH:27][CH:28]=1)=[O:41])[CH3:37], predict the reactants needed to synthesize it. The reactants are: [CH3:1][C:2]1[N:7]=[C:6]([O:8][C:9]2[CH:14]=[CH:13][CH:12]=[CH:11][CH:10]=2)[C:5]([NH2:15])=[C:4]([NH:16][CH2:17][CH2:18][O:19][CH2:20][CH2:21][CH2:22][C:23]2[CH:24]=[N:25][CH:26]=[CH:27][CH:28]=2)[CH:3]=1.C(N(CC)CC)C.[CH2:36]([O:38][CH2:39][C:40](Cl)=[O:41])[CH3:37]. (2) Given the product [O:1]1[CH:5]=[CH:4][CH:3]=[C:2]1[C:6]1[O:7][C:8]([CH3:38])=[C:9]([CH2:11][O:12][C:13]2[CH:35]=[CH:34][C:16]([CH2:17][O:18][C:19]3[C:23]([CH2:24][C:25]([N:61]4[CH2:66][CH2:65][O:64][CH2:63][CH2:62]4)=[O:26])=[CH:22][N:21]([C:28]4[CH:29]=[CH:30][CH:31]=[CH:32][CH:33]=4)[N:20]=3)=[CH:15][C:14]=2[O:36][CH3:37])[N:10]=1, predict the reactants needed to synthesize it. The reactants are: [O:1]1[CH:5]=[CH:4][CH:3]=[C:2]1[C:6]1[O:7][C:8]([CH3:38])=[C:9]([CH2:11][O:12][C:13]2[CH:35]=[CH:34][C:16]([CH2:17][O:18][C:19]3[C:23]([CH2:24][C:25](O)=[O:26])=[CH:22][N:21]([C:28]4[CH:33]=[CH:32][CH:31]=[CH:30][CH:29]=4)[N:20]=3)=[CH:15][C:14]=2[O:36][CH3:37])[N:10]=1.O.ON1C2C=CC=CC=2N=N1.CCN=C=NCCCN(C)C.[NH:61]1[CH2:66][CH2:65][O:64][CH2:63][CH2:62]1. (3) The reactants are: [Cl:1][C:2]1[C:3]([CH2:35][CH2:36][CH2:37][CH2:38][CH2:39][CH2:40][CH2:41][CH2:42][CH2:43][CH2:44][CH2:45][CH2:46][CH2:47][CH3:48])=[C:4]([C:7]2[S:8][C:9]3[N:10]=[C:11]([C:15]4[S:16][CH:17]=[C:18]([Cl:34])[C:19]=4[CH2:20][CH2:21][CH2:22][CH2:23][CH2:24][CH2:25][CH2:26][CH2:27][CH2:28][CH2:29][CH2:30][CH2:31][CH2:32][CH3:33])[S:12][C:13]=3[N:14]=2)[S:5][CH:6]=1.C([Li])CCC.[CH3:54][Sn:55](Cl)([CH3:57])[CH3:56]. Given the product [CH3:54][Sn:55]([CH3:57])([CH3:56])[C:6]1[S:5][C:4]([C:7]2[S:8][C:9]3[N:10]=[C:11]([C:15]4[S:16][C:17]([Sn:55]([CH3:57])([CH3:56])[CH3:54])=[C:18]([Cl:34])[C:19]=4[CH2:20][CH2:21][CH2:22][CH2:23][CH2:24][CH2:25][CH2:26][CH2:27][CH2:28][CH2:29][CH2:30][CH2:31][CH2:32][CH3:33])[S:12][C:13]=3[N:14]=2)=[C:3]([CH2:35][CH2:36][CH2:37][CH2:38][CH2:39][CH2:40][CH2:41][CH2:42][CH2:43][CH2:44][CH2:45][CH2:46][CH2:47][CH3:48])[C:2]=1[Cl:1], predict the reactants needed to synthesize it. (4) Given the product [C:31]([CH2:6][CH2:7][C:8]1[C:16]2[C:15]([NH:17][C@@H:18]3[CH2:23][CH2:22][CH2:21][N:20]([C:24]([O:26][C:27]([CH3:30])([CH3:29])[CH3:28])=[O:25])[CH2:19]3)=[N:14][CH:13]=[N:12][C:11]=2[NH:10][CH:9]=1)#[N:32], predict the reactants needed to synthesize it. The reactants are: CS(O[CH2:6][CH2:7][C:8]1[C:16]2[C:15]([NH:17][C@@H:18]3[CH2:23][CH2:22][CH2:21][N:20]([C:24]([O:26][C:27]([CH3:30])([CH3:29])[CH3:28])=[O:25])[CH2:19]3)=[N:14][CH:13]=[N:12][C:11]=2[NH:10][CH:9]=1)(=O)=O.[CH3:31][N:32](C=O)C.[C-]#N.[Na+].